This data is from Full USPTO retrosynthesis dataset with 1.9M reactions from patents (1976-2016). The task is: Predict the reactants needed to synthesize the given product. The reactants are: [C:1]([OH:5])(=[O:4])[CH:2]=[O:3].[Cl:6][C:7]1[CH:17]=[CH:16][C:10]([CH2:11][NH:12][CH2:13][CH2:14]O)=[CH:9][CH:8]=1.O. Given the product [OH:4][CH:1]1[O:5][CH2:14][CH2:13][N:12]([CH2:11][C:10]2[CH:9]=[CH:8][C:7]([Cl:6])=[CH:17][CH:16]=2)[C:2]1=[O:3], predict the reactants needed to synthesize it.